Dataset: Full USPTO retrosynthesis dataset with 1.9M reactions from patents (1976-2016). Task: Predict the reactants needed to synthesize the given product. (1) Given the product [Br:30][C:27]1[CH:28]=[CH:29][C:24]([C:22]2[N:19]=[C:8]3[CH:7]=[CH:12][C:11]([C:13]4[CH:18]=[CH:17][CH:16]=[CH:15][CH:14]=4)=[CH:10][N:9]3[CH:21]=2)=[CH:25][CH:26]=1, predict the reactants needed to synthesize it. The reactants are: C1([C:7]2[C:8]([NH2:19])=[N:9][CH:10]=[C:11]([C:13]3[CH:18]=[CH:17][CH:16]=[CH:15][CH:14]=3)[CH:12]=2)C=CC=CC=1.Br[CH2:21][C:22]([C:24]1[CH:29]=[CH:28][C:27]([Br:30])=[CH:26][CH:25]=1)=O.C(=O)([O-])O.[Na+]. (2) Given the product [Cl:14][C:10]1[CH:9]=[C:8]([C:6]2[N:5]=[C:4]([CH2:15][CH3:16])[N:3]=[C:2]([NH:17][C:18]3[CH:25]=[CH:24][C:21]([CH2:22][OH:23])=[CH:20][CH:19]=3)[N:7]=2)[CH:13]=[CH:12][CH:11]=1, predict the reactants needed to synthesize it. The reactants are: Cl[C:2]1[N:7]=[C:6]([C:8]2[CH:13]=[CH:12][CH:11]=[C:10]([Cl:14])[CH:9]=2)[N:5]=[C:4]([CH2:15][CH3:16])[N:3]=1.[NH2:17][C:18]1[CH:25]=[CH:24][C:21]([CH2:22][OH:23])=[CH:20][CH:19]=1. (3) Given the product [F:30][C:31]([F:38])([F:37])[C:32]([C:7]1[CH:15]=[CH:14][CH:13]=[C:12]2[C:8]=1[CH2:9][CH2:10][C@H:11]2[O:16][C:17]1[CH:29]=[CH:28][C:20]2[C@H:21]([CH2:24][C:25]([OH:27])=[O:26])[CH2:22][O:23][C:19]=2[CH:18]=1)=[O:33], predict the reactants needed to synthesize it. The reactants are: C([Li])CCC.Br[C:7]1[CH:15]=[CH:14][CH:13]=[C:12]2[C:8]=1[CH2:9][CH2:10][C@H:11]2[O:16][C:17]1[CH:29]=[CH:28][C:20]2[C@H:21]([CH2:24][C:25]([OH:27])=[O:26])[CH2:22][O:23][C:19]=2[CH:18]=1.[F:30][C:31]([F:38])([F:37])[C:32](OCC)=[O:33].C(OCC)C.